This data is from Catalyst prediction with 721,799 reactions and 888 catalyst types from USPTO. The task is: Predict which catalyst facilitates the given reaction. (1) Product: [F:8][C:6]1[CH:5]=[CH:4][C:3]([N+:9]([O-:11])=[O:10])=[C:2]([C:20]2[N:21]=[C:22]([CH2:25][NH:26][C:27](=[O:33])[O:28][C:29]([CH3:31])([CH3:30])[CH3:32])[S:23][CH:24]=2)[CH:7]=1. Reactant: Br[C:2]1[CH:7]=[C:6]([F:8])[CH:5]=[CH:4][C:3]=1[N+:9]([O-:11])=[O:10].CC1(C)C(C)(C)OB([C:20]2[N:21]=[C:22]([CH2:25][NH:26][C:27](=[O:33])[O:28][C:29]([CH3:32])([CH3:31])[CH3:30])[S:23][CH:24]=2)O1.C(Cl)Cl.C([O-])([O-])=O.[K+].[K+]. The catalyst class is: 39. (2) Reactant: [F:1][C:2]1[CH:3]=[C:4]([CH:15]=[CH:16][CH:17]=1)[CH2:5][N:6]1[CH:11]=[CH:10][C:9]([OH:12])=[C:8]([I:13])[C:7]1=[O:14].C([O-])([O-])=O.[K+].[K+].[F:24][C:25]1[CH:32]=[CH:31][C:28]([CH2:29]Br)=[CH:27][CH:26]=1. Product: [F:1][C:2]1[CH:3]=[C:4]([CH:15]=[CH:16][CH:17]=1)[CH2:5][N:6]1[CH:11]=[CH:10][C:9]([O:12][CH2:29][C:28]2[CH:31]=[CH:32][C:25]([F:24])=[CH:26][CH:27]=2)=[C:8]([I:13])[C:7]1=[O:14]. The catalyst class is: 39. (3) Reactant: [C:1]([O:5][C:6](=[O:13])[NH:7][C@@H](C)C(=O)C)([CH3:4])([CH3:3])[CH3:2].[CH2:14]([Mg]Br)[CH3:15].Cl.C([O:22][CH2:23][CH3:24])(=O)C.O1CC[CH2:27][CH2:26]1. Product: [C:1]([O:5][C:6](=[O:13])[NH:7][C@@H:14]([CH3:15])[C@:23]([OH:22])([CH3:24])[CH2:26][CH3:27])([CH3:3])([CH3:2])[CH3:4]. The catalyst class is: 27. (4) Reactant: N([O-])=O.[Na+].[F:5][C:6]1[CH:7]=[CH:8][C:9]([O:13][CH3:14])=[C:10](N)[CH:11]=1.[CH:15]([CH:17]=[CH2:18])=[O:16].[O-2].[Ca+2].[ClH:21]. Product: [Cl:21][CH:17]([CH2:18][C:10]1[CH:11]=[C:6]([F:5])[CH:7]=[CH:8][C:9]=1[O:13][CH3:14])[CH:15]=[O:16]. The catalyst class is: 283. (5) The catalyst class is: 43. Reactant: [CH3:1][O:2][C:3](=[O:24])[C:4]([NH:13]C(OCC1C=CC=CC=1)=O)=[CH:5][CH:6]1[CH:10]2[CH2:11][CH2:12][CH:7]1[CH2:8][CH2:9]2.[H][H]. Product: [CH3:1][O:2][C:3](=[O:24])[CH:4]([NH2:13])[CH2:5][CH:6]1[CH:10]2[CH2:9][CH2:8][CH:7]1[CH2:12][CH2:11]2.